From a dataset of Full USPTO retrosynthesis dataset with 1.9M reactions from patents (1976-2016). Predict the reactants needed to synthesize the given product. Given the product [NH2:1][C:2]1[C:7]([C:8]([O:10][CH3:11])=[O:9])=[C:6]([F:12])[C:5]([C:19]2[C:15]([CH3:14])=[N:16][O:17][C:18]=2[CH3:23])=[CH:4][CH:3]=1, predict the reactants needed to synthesize it. The reactants are: [NH2:1][C:2]1[C:7]([C:8]([O:10][CH3:11])=[O:9])=[C:6]([F:12])[C:5](Br)=[CH:4][CH:3]=1.[CH3:14][C:15]1[C:19](B(O)O)=[C:18]([CH3:23])[O:17][N:16]=1.C(=O)([O-])[O-].[Cs+].[Cs+].